From a dataset of Drug-target binding data from BindingDB using Ki measurements. Regression. Given a target protein amino acid sequence and a drug SMILES string, predict the binding affinity score between them. We predict pKi (pKi = -log10(Ki in M); higher means stronger inhibition). Dataset: bindingdb_ki. (1) The small molecule is CCOc1ccc2nc(S(N)(=O)=O)sc2c1. The target protein sequence is MERILRGVMRYRHTTREQMVQEFRKVRDNPQPKAVFFTCMDSRMIPTRFTETHVGDMFVVRNAGNLVPHAEHFQDEYFSCEPAALELGCVVNNIKHIIVCGHSDCKAMNLLYKLKDPEFASLDNRRISPLRAWLCEHANTSLAKFQNLKEIGLDKPLIFSSETPLRKFVAYIDPENNFAIEDKLSQVNTLQQIENVASYGFLKRRLESHDLHIHALWFDIYTGDIYFFSRNSKRFIAIDESSIDRLLDEVRRYYS. The pKi is 6.7. (2) The drug is CN[C@@H](C)C(=O)N[C@H]1CCC[C@@H]2SC(C)(C)[C@@H](C(=O)Nc3cc(C)nn3-c3ccccc3)N2C1=O. The target protein sequence is MGPKDSAKCLHRGPQPSHWAAGDGPTQERCGPRSLGSPVLGLDTCRAWDHVDGQILGQLRPLTEEEEEEGAGATLSRGPAFPGMGSEELRLASFYDWPLTAEVPPELLAAAGFFHTGHQDKVRCFFCYGGLQSWKRGDDPWTEHAKWFPGCQFLLRSKGQEYINNIHLTHSL. The pKi is 6.7. (3) The small molecule is CC1=N[C@H]2[C@H](O[C@H](CO)[C@H](O)[C@@H]2O)S1. The target protein sequence is MTTGAAPDRKAPVRPTPLDRVIPAPASVDPGGAPYRITRGTHIRVDDSREARRVGDYLADLLRPATGYRLPVTAHGHGGIRLRLAGGPYGDEGYRLDSGPAGVTITARKAAGLFHGVQTLRQLLPPAVEKDSAQPGPWLVAGGTIEDTPRYAWRSAMLDVSRHFFGVDEVKRYIDRVARYKYNKLHLHLSDDQGWRIAIDSWPRLATYGGSTEVGGGPGGYYTKAEYKEIVRYAASRHLEVVPEIDMPGHTNAALASYAELNCDGVAPPLYTGTKVGFSSLCVDKDVTYDFVDDVIGELAALTPGRYLHIGGDEAHSTPKADFVAFMKRVQPIVAKYGKTVVGWHQLAGAEPVEGALVQYWGLDRTGDAEKAEVAEAARNGTGLILSPADRTYLDMKYTKDTPLGLSWAGYVEVQRSYDWDPAGYLPGAPADAVRGVEAPLWTETLSDPDQLDYMAFPRLPGVAELGWSPASTHDWDTYKVRLAAQAPYWEAAGIDFYRS.... The pKi is 4.0. (4) The small molecule is O=Cc1cncc(Br)c1. The target protein (P53184) has sequence MKTLIVVDMQNDFISPLGSLTVPKGEELINPISDLMQDADRDWHRIVVTRDWHPSRHISFAKNHKDKEPYSTYTYHSPRPGDDSTQEGILWPVHCVKNTWGSQLVDQIMDQVVTKHIKIVDKGFLTDREYYSAFHDIWNFHKTDMNKYLEKHHTDEVYIVGVALEYCVKATAISAAELGYKTTVLLDYTRPISDDPEVINKVKEELKAHNINVVDK. The pKi is 5.4. (5) The compound is C(=C/Cc1ccccc1)\Cc1ccccc1. The target protein sequence is MSNKCDVVVVGGGISGMAAAKLLHDSGLNVVVLEARDRVGGRTYTLRNQKVKYVDLGGSYVGPTQNRILRLAKELGLETYKVNEVERLIHHVKGKSYPFRGPFPPVWNPITYLDHNNFWRTMDDMGREIPSDAPWKAPLAEEWDNMTMKELLDKLCWTESAKQLATLFVNLCVTAETHEVSALWFLWYVKQCGGTTRIFSTTNGGQERKFVGGSGQVSERIMDLLGDRVKLERPVIYIDQTRENVLVETLNHEMYEAKYVISAIPPTLGMKIHFNPPLPMMRNQMITRVPLGSVIKCIVYYKEPFWRKKDYCGTMIIDGEEAPVAYTLDDTKPEGNYAAIMGFILAHKARKLARLTKEERLKKLCELYAKVLGSLEALEPVHYEEKNWCEEQYSGGCYTTYFPPGILTQYGRVLRQPVDRIYFAGTETATHWSGYMEGAVEAGERAAREILHAMGKIPEDEIWQSEPESVDVPAQPITTTFLERHLPSVPGLLRLIGLTT.... The pKi is 3.0. (6) The drug is COc1cc(Br)c(S(=O)(=O)Nc2ccc(C(F)(F)F)c(O[C@@H]3CCN(C)C3)c2)cc1OC. The pKi is 8.3. The target protein (O95399) has sequence MYKLASCCLLFIGFLNPLLSLPLLDSREISFQLSAPHEDARLTPEELERASLLQILPEMLGAERGDILRKADSSTNIFNPRGNLRKFQDFSGQDPNILLSHLLARIWKPYKKRETPDCFWKYCV. (7) The pKi is 8.0. The target protein sequence is RAMSGFSVYIAVELAIAVLAILGNVLVCWAVWINSNLQNVTNYFVASLAAADIAVGVLAIPFAVTLSTGFCAACHSCLFFACFVLVLTQSSIFSLLAIAIDRYIAIRIPLRYNGLVTGTRAKGIIAVCWVLSFAIGLTPMLGWNNCSQQESRNSSQVCGEGQVACLFEDVVPMGYMVYYNFFACVLLPLLLMLGVYLRIFLAARRQLKQTESQPPPPGERPRSTLQKEVHAAKSLAIIVGLFALCWLPLHVINCFTFFCPSCGHAPPWLMYLTIVLSHGNSVVNPFIYAYRIREFRHTFRRIVRSHVLRRRRRREPFKAGDPGARALAAHDPERVGLRLNGHPPGGVWANGSAPRPDGPALALPSAGGARGSQRDARVPDVQLQGRRPESPGLGGPRGRAGVS. The compound is CCNC(=O)[C@H]1O[C@@H](n2cnc3c(N)nc(NCCc4ccc(CCC(=O)NCCNC(=S)Nc5ccc(C6c7ccc(O)cc7OC7=CC(=O)C=CC76)c(C(=O)O)c5)cc4)nc32)[C@H](O)[C@@H]1O. (8) The small molecule is CSCC[C@H](NC(=O)[C@H](CCC(N)=O)NC(=O)[C@H](CCCCN)NC(=O)[C@H](CCCN=C(N)N)NC(=O)[C@H](CC(C)C)NC(=O)[C@H](CCCN=C(N)N)NC(=O)C(NC(=O)[C@H](Cc1ccc(O)cc1)NC(=O)[C@H](CC(N)=O)NC(=O)[C@H](CC(=O)O)NC(=O)[C@@H](NC(=O)[C@H](Cc1ccccc1)NC(=O)[C@@H](NC(=O)[C@H](C)NC(=O)[C@H](CC(=O)O)NC(=O)[C@H](CO)NC(=O)[C@@H](N)Cc1cnc[nH]1)C(C)C)[C@@H](C)O)[C@@H](C)O)C(=O)N[C@@H](C)C(=O)N[C@H](C(=O)N[C@@H](CCCCN)C(=O)N[C@@H](CCCCN)C(=O)N[C@@H](Cc1ccc(O)cc1)C(=O)N[C@@H](CC(C)C)C(=O)N[C@@H](CC(N)=O)C(=O)N[C@@H](CO)C(=O)N[C@@H](C)C(=O)N[C@@H](CC(C)C)C(=O)N[C@@H](CC(N)=O)C(N)=O)C(C)C. The target protein (P04566) has sequence HADGVFTSDYSRLLGQLSARKYLESLIHSDALFTDTYTRLRKQMAMKKYLNSVLN. The pKi is 7.9. (9) The drug is Cc1ccc2c3c1CCCN3CC(C1=NCCN1)O2. The target protein (Q9Y2I1) has sequence MATARTFGPEREAEPAKEARVVGSELVDTYTVYIIQVTDGSHEWTVKHRYSDFHDLHEKLVAERKIDKNLLPPKKIIGKNSRSLVEKREKDLEVYLQKLLAAFPGVTPRVLAHFLHFHFYEINGITAALAEELFEKGEQLLGAGEVFAIGPLQLYAVTEQLQQGKPTCASGDAKTDLGHILDFTCRLKYLKVSGTEGPFGTSNIQEQLLPFDLSIFKSLHQVEISHCDAKHIRGLVASKPTLATLSVRFSATSMKEVLVPEASEFDEWEPEGTTLEGPVTAVIPTWQALTTLDLSHNSVSEIDESVKLIPKIEFLDLSHNGLLVVDNLQHLYNLVHLDLSYNKLSSLEGLHTKLGNIKTLNLAGNLLESLSGLHKLYSLVNLDLRDNRIEQMEEVRSIGSLPCLEHVSLLNNPLSIIPDYRTKVLAQFGERASEVCLDDTVTTEKELDTVEVLKAIQKAKEVKSKLSNPEKKGGEDSRLSAAPCIRPSSSPPTVAPASAS.... The pKi is 6.0.